From a dataset of Catalyst prediction with 721,799 reactions and 888 catalyst types from USPTO. Predict which catalyst facilitates the given reaction. (1) Product: [CH3:1][C:2]1([CH3:9])[C:6]([CH3:8])([CH3:7])[O:5][B:4]([C:2]2[CH:6]=[CH:7][C:10]([N:12]3[CH2:15][CH2:16][O:17][CH2:14][CH2:13]3)=[CH:11][CH:1]=2)[O:3]1. Reactant: [CH3:1][C:2]1([CH3:9])[C:6]([CH3:8])([CH3:7])[O:5][BH:4][O:3]1.[CH2:10]([N:12]([CH2:15][CH3:16])[CH2:13][CH3:14])[CH3:11].[OH2:17]. The catalyst class is: 12. (2) Reactant: [F:1][C:2]1[CH:10]=[CH:9][C:8]2[NH:7][C:6]3[C:11]([C:17]#[N:18])=[CH:12][N:13]=[C:14]([NH:15][CH3:16])[C:5]=3[C:4]=2[CH:3]=1.C([O-])([O-])=[O:20].[K+].[K+].OO. Product: [F:1][C:2]1[CH:10]=[CH:9][C:8]2[NH:7][C:6]3[C:11]([C:17]([NH2:18])=[O:20])=[CH:12][N:13]=[C:14]([NH:15][CH3:16])[C:5]=3[C:4]=2[CH:3]=1. The catalyst class is: 16. (3) Reactant: [CH:1]([C:4]1[CH:9]=[CH:8][C:7]([OH:10])=[CH:6][CH:5]=1)([CH3:3])[CH3:2].C(=O)([O-])[O-].[K+].[K+].Br[CH2:18][C:19]([O:21][CH2:22][CH3:23])=[O:20]. Product: [CH2:22]([O:21][C:19](=[O:20])[CH2:18][O:10][C:7]1[CH:8]=[CH:9][C:4]([CH:1]([CH3:3])[CH3:2])=[CH:5][CH:6]=1)[CH3:23]. The catalyst class is: 35. (4) Reactant: [Cl:1][C:2]1[CH:7]=[CH:6][C:5]([CH:8]2[CH2:13][CH2:12][CH:11]([NH:14]C(=O)OC(C)(C)C)[CH2:10][CH2:9]2)=[CH:4][CH:3]=1.FC(F)(F)C(O)=O. Product: [Cl:1][C:2]1[CH:3]=[CH:4][C:5]([CH:8]2[CH2:13][CH2:12][CH:11]([NH2:14])[CH2:10][CH2:9]2)=[CH:6][CH:7]=1. The catalyst class is: 4. (5) Reactant: [C:1]([NH:4][C:5]1[CH:6]=[CH:7][C:8]2[O:12][CH2:11][CH2:10][C:9]=2[CH:13]=1)(=[O:3])[CH3:2].[N+:14]([O-])([OH:16])=[O:15]. Product: [C:1]([NH:4][C:5]1[C:6]([N+:14]([O-:16])=[O:15])=[CH:7][C:8]2[O:12][CH2:11][CH2:10][C:9]=2[CH:13]=1)(=[O:3])[CH3:2]. The catalyst class is: 52. (6) Reactant: [CH2:1]([O:3][C:4](=[O:19])[CH2:5][C@H:6]1[CH2:11][CH2:10][C@H:9]([C:12]2[CH:17]=[CH:16][C:15]([NH2:18])=[CH:14][CH:13]=2)[CH2:8][CH2:7]1)[CH3:2].[N:20]([C:23]1[CH:28]=[C:27]([CH3:29])[CH:26]=[CH:25][C:24]=1[O:30][CH3:31])=[C:21]=[O:22].C(O)C(N)(CO)CO. Product: [CH2:1]([O:3][C:4](=[O:19])[CH2:5][C@H:6]1[CH2:11][CH2:10][C@H:9]([C:12]2[CH:17]=[CH:16][C:15]([NH:18][C:21]([NH:20][C:23]3[CH:28]=[C:27]([CH3:29])[CH:26]=[CH:25][C:24]=3[O:30][CH3:31])=[O:22])=[CH:14][CH:13]=2)[CH2:8][CH2:7]1)[CH3:2]. The catalyst class is: 1. (7) Reactant: [Cl:1][C:2]1[CH:9]=[C:6]([CH:7]=[O:8])[C:5]([OH:10])=[CH:4][CH:3]=1.C(=O)([O-])[O-].[K+].[K+].[CH2:17](Br)[CH:18]=[CH2:19]. Product: [CH2:19]([O:10][C:5]1[CH:4]=[CH:3][C:2]([Cl:1])=[CH:9][C:6]=1[CH:7]=[O:8])[CH:18]=[CH2:17]. The catalyst class is: 18. (8) Reactant: [CH:1]1[C:6]([Cl:7])=[CH:5][C:4]([OH:8])=[C:3]([O:9][C:10]2[CH:11]=[CH:12][C:13]([Cl:17])=[CH:14][C:15]=2[Cl:16])[CH:2]=1.[Br:18]Br. Product: [Br:18][C:1]1[C:6]([Cl:7])=[CH:5][C:4]([OH:8])=[C:3]([O:9][C:10]2[CH:11]=[CH:12][C:13]([Cl:17])=[CH:14][C:15]=2[Cl:16])[CH:2]=1. The catalyst class is: 86. (9) Reactant: [CH3:1][O-:2].[Na+].Cl[C:5]1[C:14]([N+:15]([O-:17])=[O:16])=[CH:13][C:8]([C:9]([O:11][CH3:12])=[O:10])=[CH:7][N:6]=1. The catalyst class is: 5. Product: [CH3:1][O:2][C:5]1[C:14]([N+:15]([O-:17])=[O:16])=[CH:13][C:8]([C:9]([O:11][CH3:12])=[O:10])=[CH:7][N:6]=1.